Dataset: Full USPTO retrosynthesis dataset with 1.9M reactions from patents (1976-2016). Task: Predict the reactants needed to synthesize the given product. (1) Given the product [Br:1][C:2]1[CH:14]=[CH:13][C:12]2[C:11]3[C:6](=[CH:7][C:8]([Br:15])=[CH:9][CH:10]=3)[C:5](=[C:16]([CH2:13][CH2:14][CH2:2][CH2:3][CH2:4][CH2:12][CH2:11][CH3:10])[CH2:21][CH2:22][CH2:23][CH2:24][CH2:25][CH2:26][CH2:27][CH3:28])[C:4]=2[CH:3]=1, predict the reactants needed to synthesize it. The reactants are: [Br:1][C:2]1[CH:14]=[CH:13][C:12]2[C:11]3[C:6](=[CH:7][C:8]([Br:15])=[CH:9][CH:10]=3)[C:5](=[C:16](SC)SC)[C:4]=2[CH:3]=1.[CH2:21]([Mg]Br)[CH2:22][CH2:23][CH2:24][CH2:25][CH2:26][CH2:27][CH3:28]. (2) Given the product [Cl:20][C:14]1[C:13]([CH3:21])=[C:12]([NH:11][C@@H:10]([C:22]2[O:26][C:25]([C:27]3[CH:32]=[CH:31][C:30]([NH:33][C:34](=[O:41])[C:35]4[CH:40]=[CH:39][CH:38]=[CH:37][CH:36]=4)=[CH:29][CH:28]=3)=[N:24][N:23]=2)[C@@H:9]([OH:8])[CH3:42])[CH:17]=[CH:16][C:15]=1[C:18]#[N:19], predict the reactants needed to synthesize it. The reactants are: [Si]([O:8][C@@H:9]([CH3:42])[C@H:10]([C:22]1[O:26][C:25]([C:27]2[CH:32]=[CH:31][C:30]([NH:33][C:34](=[O:41])[C:35]3[CH:40]=[CH:39][CH:38]=[CH:37][CH:36]=3)=[CH:29][CH:28]=2)=[N:24][N:23]=1)[NH:11][C:12]1[CH:17]=[CH:16][C:15]([C:18]#[N:19])=[C:14]([Cl:20])[C:13]=1[CH3:21])(C(C)(C)C)(C)C.CCCC[N+](CCCC)(CCCC)CCCC.[F-]. (3) The reactants are: C(OC(=O)[NH:7][C:8]1[CH:13]=[C:12]([O:14][CH2:15][CH3:16])[C:11]([C:17]([F:20])([F:19])[F:18])=[CH:10][C:9]=1[NH:21][C:22](=[O:38])[CH2:23][C:24]([C:26]1[CH:31]=[CH:30][N:29]=[C:28]([C:32]2[CH:33]=[N:34][CH:35]=[CH:36][CH:37]=2)[CH:27]=1)=O)(C)(C)C.C(O)(C(F)(F)F)=O. Given the product [N:29]1[CH:30]=[CH:31][C:26]([C:24]2[CH2:23][C:22](=[O:38])[NH:21][C:9]3[CH:10]=[C:11]([C:17]([F:20])([F:19])[F:18])[C:12]([O:14][CH2:15][CH3:16])=[CH:13][C:8]=3[N:7]=2)=[CH:27][C:28]=1[C:32]1[CH:33]=[N:34][CH:35]=[CH:36][CH:37]=1, predict the reactants needed to synthesize it. (4) Given the product [Br:1][C:2]1[C:3]([S:11][C:12]2[N:13]([CH2:44][CH2:43][CH2:42][Br:41])[C:14]3[C:19]([N:20]=2)=[C:18]([NH2:21])[N:17]=[CH:16][N:15]=3)=[CH:4][C:5]2[O:9][CH2:8][O:7][C:6]=2[CH:10]=1, predict the reactants needed to synthesize it. The reactants are: [Br:1][C:2]1[C:3]([S:11][C:12]2[NH:20][C:19]3[C:14](=[N:15][CH:16]=[N:17][C:18]=3[NH2:21])[N:13]=2)=[CH:4][C:5]2[O:9][CH2:8][O:7][C:6]=2[CH:10]=1.C1C=CC(P(C2C=CC=CC=2)C2C=CC=CC=2)=CC=1.[Br:41][CH2:42][CH2:43][CH2:44]O.C1C=CC(COC(/N=N/C(OCC2C=CC=CC=2)=O)=O)=CC=1. (5) The reactants are: [Br:1][C:2]1[N:3]=[CH:4][N:5]([C:15]2[CH:20]=[CH:19][C:18]([CH3:21])=[CH:17][C:16]=2[CH3:22])[C:6]=1[C:7](=[O:14])[CH2:8][C:9]([O:11][CH2:12][CH3:13])=[O:10].[C:23](OC(=O)C)(=O)C.[NH2:30][CH:31]([CH2:35][CH2:36][CH3:37])[CH2:32][CH2:33][CH3:34]. Given the product [Br:1][C:2]1[N:3]=[CH:4][N:5]([C:15]2[CH:20]=[CH:19][C:18]([CH3:21])=[CH:17][C:16]=2[CH3:22])[C:6]=1[C:7]([C:8](=[CH:23][NH:30][CH:31]([CH2:35][CH2:36][CH3:37])[CH2:32][CH2:33][CH3:34])[C:9]([O:11][CH2:12][CH3:13])=[O:10])=[O:14], predict the reactants needed to synthesize it. (6) The reactants are: [CH2:1]([O:3][C:4]([C:6]1[C:10]([C:11]([O:13][CH2:14][CH3:15])=[O:12])=[C:9]([CH:16]([C:18]2[CH:23]=[CH:22][C:21]([Cl:24])=[CH:20][CH:19]=2)O)[N:8]([CH:25]([CH3:27])[CH3:26])[C:7]=1[Br:28])=[O:5])[CH3:2].[NH2:29][C:30]1[CH:31]=[C:32]([Cl:38])[C:33](=[O:37])[N:34]([CH3:36])[CH:35]=1.C(OC(C1C=CN(C(C)C)C=1C(C1C=CC(Cl)=CC=1)O)=O)C.NC1C(=O)N(C)C=C(Cl)C=1. Given the product [CH2:1]([O:3][C:4]([C:6]1[C:10]([C:11]([O:13][CH2:14][CH3:15])=[O:12])=[C:9]([CH:16]([NH:29][C:30]2[CH:31]=[C:32]([Cl:38])[C:33](=[O:37])[N:34]([CH3:36])[CH:35]=2)[C:18]2[CH:23]=[CH:22][C:21]([Cl:24])=[CH:20][CH:19]=2)[N:8]([CH:25]([CH3:27])[CH3:26])[C:7]=1[Br:28])=[O:5])[CH3:2], predict the reactants needed to synthesize it. (7) Given the product [CH2:1]([C:3]1[N:7]([C:8]2[N:16]=[C:15]3[C:11]([N:12]=[C:13]([C:18]([N:31]4[CH2:36][CH2:35][CH:34]([C:37]([OH:40])([CH3:39])[CH3:38])[CH2:33][CH2:32]4)=[O:19])[N:14]3[CH3:17])=[C:10]([N:21]3[CH2:26][CH2:25][O:24][CH2:23][CH2:22]3)[N:9]=2)[C:6]2[CH:27]=[CH:28][CH:29]=[CH:30][C:5]=2[N:4]=1)[CH3:2], predict the reactants needed to synthesize it. The reactants are: [CH2:1]([C:3]1[N:7]([C:8]2[N:16]=[C:15]3[C:11]([N:12]=[C:13]([C:18](O)=[O:19])[N:14]3[CH3:17])=[C:10]([N:21]3[CH2:26][CH2:25][O:24][CH2:23][CH2:22]3)[N:9]=2)[C:6]2[CH:27]=[CH:28][CH:29]=[CH:30][C:5]=2[N:4]=1)[CH3:2].[NH:31]1[CH2:36][CH2:35][CH:34]([C:37]([OH:40])([CH3:39])[CH3:38])[CH2:33][CH2:32]1.